Dataset: NCI-60 drug combinations with 297,098 pairs across 59 cell lines. Task: Regression. Given two drug SMILES strings and cell line genomic features, predict the synergy score measuring deviation from expected non-interaction effect. (1) Drug 1: C1=CC(=C2C(=C1NCCNCCO)C(=O)C3=C(C=CC(=C3C2=O)O)O)NCCNCCO. Drug 2: C1=CC(=CC=C1CC(C(=O)O)N)N(CCCl)CCCl.Cl. Cell line: SF-539. Synergy scores: CSS=48.7, Synergy_ZIP=2.48, Synergy_Bliss=5.49, Synergy_Loewe=-0.875, Synergy_HSA=8.12. (2) Drug 1: COC1=NC(=NC2=C1N=CN2C3C(C(C(O3)CO)O)O)N. Drug 2: CC1C(C(CC(O1)OC2CC(CC3=C2C(=C4C(=C3O)C(=O)C5=CC=CC=C5C4=O)O)(C(=O)C)O)N)O. Cell line: MOLT-4. Synergy scores: CSS=49.6, Synergy_ZIP=-6.53, Synergy_Bliss=-8.74, Synergy_Loewe=-8.81, Synergy_HSA=-3.76. (3) Drug 1: COCCOC1=C(C=C2C(=C1)C(=NC=N2)NC3=CC=CC(=C3)C#C)OCCOC. Drug 2: CNC(=O)C1=NC=CC(=C1)OC2=CC=C(C=C2)NC(=O)NC3=CC(=C(C=C3)Cl)C(F)(F)F. Cell line: NCI-H460. Synergy scores: CSS=62.7, Synergy_ZIP=1.17, Synergy_Bliss=2.29, Synergy_Loewe=1.52, Synergy_HSA=6.41. (4) Drug 1: CCC(=C(C1=CC=CC=C1)C2=CC=C(C=C2)OCCN(C)C)C3=CC=CC=C3.C(C(=O)O)C(CC(=O)O)(C(=O)O)O. Drug 2: C1CNP(=O)(OC1)N(CCCl)CCCl. Cell line: NCIH23. Synergy scores: CSS=-0.199, Synergy_ZIP=1.41, Synergy_Bliss=3.90, Synergy_Loewe=-0.519, Synergy_HSA=-0.214. (5) Drug 1: C1C(C(OC1N2C=NC3=C(N=C(N=C32)Cl)N)CO)O. Drug 2: CCC(=C(C1=CC=CC=C1)C2=CC=C(C=C2)OCCN(C)C)C3=CC=CC=C3.C(C(=O)O)C(CC(=O)O)(C(=O)O)O. Cell line: RXF 393. Synergy scores: CSS=8.41, Synergy_ZIP=-1.30, Synergy_Bliss=0.427, Synergy_Loewe=-6.17, Synergy_HSA=0.727. (6) Drug 1: CCC1(CC2CC(C3=C(CCN(C2)C1)C4=CC=CC=C4N3)(C5=C(C=C6C(=C5)C78CCN9C7C(C=CC9)(C(C(C8N6C=O)(C(=O)OC)O)OC(=O)C)CC)OC)C(=O)OC)O.OS(=O)(=O)O. Drug 2: C1CN1C2=NC(=NC(=N2)N3CC3)N4CC4. Cell line: UO-31. Synergy scores: CSS=20.2, Synergy_ZIP=-8.23, Synergy_Bliss=-0.828, Synergy_Loewe=-0.846, Synergy_HSA=-0.437. (7) Drug 1: C1CNP(=O)(OC1)N(CCCl)CCCl. Drug 2: CC12CCC3C(C1CCC2OP(=O)(O)O)CCC4=C3C=CC(=C4)OC(=O)N(CCCl)CCCl.[Na+]. Cell line: HCT-15. Synergy scores: CSS=6.39, Synergy_ZIP=2.11, Synergy_Bliss=5.51, Synergy_Loewe=-5.27, Synergy_HSA=-4.35.